This data is from Forward reaction prediction with 1.9M reactions from USPTO patents (1976-2016). The task is: Predict the product of the given reaction. (1) Given the reactants C([O:4][CH2:5][C:6]1[CH:11]=[CH:10][C:9]([O:12][CH:13]([CH3:15])[CH3:14])=[CH:8][N:7]=1)(=O)C.C(=O)([O-])[O-].[K+].[K+], predict the reaction product. The product is: [CH3:15][CH:13]([O:12][C:9]1[CH:10]=[CH:11][C:6]([CH2:5][OH:4])=[N:7][CH:8]=1)[CH3:14]. (2) Given the reactants [C:1]([Si:5]([CH3:14])([CH3:13])[O:6][C@@H:7]1[CH2:11][CH2:10][C@H:9](O)[CH2:8]1)([CH3:4])([CH3:3])[CH3:2].C1(P(C2C=CC=CC=2)C2C=CC=CC=2)C=CC=CC=1.N(C(OCC)=O)=NC(OCC)=O.C1(P([N:60]=[N+:61]=[N-:62])(C2C=CC=CC=2)=O)C=CC=CC=1, predict the reaction product. The product is: [N:60]([C@@H:9]1[CH2:10][CH2:11][C@@H:7]([O:6][Si:5]([C:1]([CH3:4])([CH3:3])[CH3:2])([CH3:14])[CH3:13])[CH2:8]1)=[N+:61]=[N-:62]. (3) Given the reactants Br[C:2]1[N:7]=[C:6]([C:8]2[CH:13]=[C:12]([O:14][CH3:15])[CH:11]=[C:10]([CH3:16])[N:9]=2)[CH:5]=[CH:4][CH:3]=1.[CH2:17]([OH:20])[C:18]#[CH:19].C(NC(C)C)(C)C, predict the reaction product. The product is: [CH3:15][O:14][C:12]1[CH:11]=[C:10]([CH3:16])[N:9]=[C:8]([C:6]2[CH:5]=[CH:4][CH:3]=[C:2]([C:19]#[C:18][CH2:17][OH:20])[N:7]=2)[CH:13]=1. (4) Given the reactants [NH2:1][C:2]1[CH:3]=[C:4]2[C:9](=[CH:10][CH:11]=1)[N:8]=[CH:7][C:6]([C:12]#[N:13])=[C:5]2[NH:14][C:15]1[CH:20]=[CH:19][C:18]([F:21])=[C:17]([Cl:22])[CH:16]=1.[N+:23]([C:26]1[CH:33]=[CH:32][C:29]([CH:30]=O)=[CH:28][CH:27]=1)([O-:25])=[O:24].[BH3-]C#N.[Na+], predict the reaction product. The product is: [Cl:22][C:17]1[CH:16]=[C:15]([NH:14][C:5]2[C:4]3[C:9](=[CH:10][CH:11]=[C:2]([NH:1][CH2:30][C:29]4[CH:32]=[CH:33][C:26]([N+:23]([O-:25])=[O:24])=[CH:27][CH:28]=4)[CH:3]=3)[N:8]=[CH:7][C:6]=2[C:12]#[N:13])[CH:20]=[CH:19][C:18]=1[F:21]. (5) Given the reactants [CH3:1][O:2][C:3]1[CH:46]=[CH:45][C:6]([CH2:7][N:8]([CH2:36][C:37]2[CH:42]=[CH:41][C:40]([O:43][CH3:44])=[CH:39][CH:38]=2)[C:9]2[N:14]=[C:13]([CH3:15])[N:12]=[C:11]([C:16]3[CH:17]=[C:18]([CH2:31][NH:32][CH2:33][CH2:34][OH:35])[CH:19]=[N:20][C:21]=3[NH:22][C:23]3[CH:24]=[N:25][C:26]([O:29][CH3:30])=[CH:27][CH:28]=3)[N:10]=2)=[CH:5][CH:4]=1.[Cl:47][CH2:48][C:49](Cl)=[O:50].C(N(CC)CC)C.C([O-])([O-])=O.[K+].[K+], predict the reaction product. The product is: [CH3:44][O:43][C:40]1[CH:39]=[CH:38][C:37]([CH2:36][N:8]([CH2:7][C:6]2[CH:5]=[CH:4][C:3]([O:2][CH3:1])=[CH:46][CH:45]=2)[C:9]2[N:14]=[C:13]([CH3:15])[N:12]=[C:11]([C:16]3[CH:17]=[C:18]([CH2:31][N:32]([CH2:33][CH2:34][OH:35])[C:49](=[O:50])[CH2:48][Cl:47])[CH:19]=[N:20][C:21]=3[NH:22][C:23]3[CH:24]=[N:25][C:26]([O:29][CH3:30])=[CH:27][CH:28]=3)[N:10]=2)=[CH:42][CH:41]=1. (6) Given the reactants [N:1]([CH2:4][CH:5]1[O:9][C:8](=[O:10])[N:7]([C:11]2[CH:16]=[CH:15][C:14]([N:17]3[CH:21]=[C:20]([C:22]([CH3:30])([CH3:29])[O:23][SiH2:24][C:25]([CH3:28])([CH3:27])[CH3:26])[N:19]=[CH:18]3)=[C:13]([F:31])[CH:12]=2)[CH2:6]1)=[N+]=[N-].C1(P(C2C=CC=CC=2)C2C=CC=CC=2)C=CC=CC=1.O, predict the reaction product. The product is: [NH2:1][CH2:4][CH:5]1[O:9][C:8](=[O:10])[N:7]([C:11]2[CH:16]=[CH:15][C:14]([N:17]3[CH:21]=[C:20]([C:22]([CH3:30])([CH3:29])[O:23][SiH2:24][C:25]([CH3:27])([CH3:26])[CH3:28])[N:19]=[CH:18]3)=[C:13]([F:31])[CH:12]=2)[CH2:6]1. (7) Given the reactants Br[C:2]1[CH:3]=[CH:4][C:5]([N+:8]([O-:10])=[O:9])=[N:6][CH:7]=1.[O:11]=[C:12]1[CH2:19][CH:18]2[N:20]([C:21]([O:23][C:24]([CH3:27])([CH3:26])[CH3:25])=[O:22])[CH:15]([CH2:16][CH2:17]2)[CH2:14][NH:13]1, predict the reaction product. The product is: [N+:8]([C:5]1[N:6]=[CH:7][C:2]([N:13]2[C:12](=[O:11])[CH2:19][CH:18]3[N:20]([C:21]([O:23][C:24]([CH3:27])([CH3:26])[CH3:25])=[O:22])[CH:15]([CH2:16][CH2:17]3)[CH2:14]2)=[CH:3][CH:4]=1)([O-:10])=[O:9]. (8) Given the reactants [F:1][C:2]1[CH:3]=[C:4]([CH:8]=[C:9]([C:11]([F:14])([F:13])[F:12])[CH:10]=1)[C:5](Cl)=[O:6].[CH3:15][NH:16][C:17]1[CH:18]=[N:19][CH:20]=[CH:21][C:22]=1[C:23]1[CH:28]=[CH:27][CH:26]=[CH:25][C:24]=1[CH3:29].CCN(C(C)C)C(C)C, predict the reaction product. The product is: [F:1][C:2]1[CH:3]=[C:4]([CH:8]=[C:9]([C:11]([F:14])([F:13])[F:12])[CH:10]=1)[C:5]([N:16]([CH3:15])[C:17]1[CH:18]=[N:19][CH:20]=[CH:21][C:22]=1[C:23]1[CH:28]=[CH:27][CH:26]=[CH:25][C:24]=1[CH3:29])=[O:6]. (9) Given the reactants C1(S[C:8]2[N:16]=[CH:15][N:14]=[C:13]3[C:9]=2[N:10]=[C:11]([C:23]2[CH:28]=[CH:27][C:26]([O:29][CH2:30][CH2:31][N:32]4[CH2:36][CH2:35][CH2:34][CH2:33]4)=[CH:25][CH:24]=2)[N:12]3C2CCCCO2)C=CC=CC=1.[ClH:37].C(=O)(O)[O-].[Na+], predict the reaction product. The product is: [Cl:37][C:8]1[N:16]=[CH:15][N:14]=[C:13]2[C:9]=1[N:10]=[C:11]([C:23]1[CH:28]=[CH:27][C:26]([O:29][CH2:30][CH2:31][N:32]3[CH2:36][CH2:35][CH2:34][CH2:33]3)=[CH:25][CH:24]=1)[NH:12]2.